From a dataset of Forward reaction prediction with 1.9M reactions from USPTO patents (1976-2016). Predict the product of the given reaction. Given the reactants [NH2:1][C@@H:2]1[CH2:7][CH2:6][N:5]([C:8]([O:10][C:11]([CH3:14])([CH3:13])[CH3:12])=[O:9])[CH2:4][C@H:3]1[O:15][Si:16]([C:19]([CH3:22])([CH3:21])[CH3:20])([CH3:18])[CH3:17].[OH:23][CH2:24][C:25](O)=[O:26].CCN(C(C)C)C(C)C.CN(C(ON1N=NC2C=CC=NC1=2)=[N+](C)C)C.F[P-](F)(F)(F)(F)F, predict the reaction product. The product is: [CH3:20][C:19]([Si:16]([CH3:18])([CH3:17])[O:15][C@H:3]1[C@H:2]([NH:1][C:24](=[O:23])[CH2:25][OH:26])[CH2:7][CH2:6][N:5]([C:8]([O:10][C:11]([CH3:12])([CH3:13])[CH3:14])=[O:9])[CH2:4]1)([CH3:22])[CH3:21].